From a dataset of TCR-epitope binding with 47,182 pairs between 192 epitopes and 23,139 TCRs. Binary Classification. Given a T-cell receptor sequence (or CDR3 region) and an epitope sequence, predict whether binding occurs between them. The epitope is SQASSRSSSR. The TCR CDR3 sequence is CASTAGGVEKLFF. Result: 0 (the TCR does not bind to the epitope).